From a dataset of Catalyst prediction with 721,799 reactions and 888 catalyst types from USPTO. Predict which catalyst facilitates the given reaction. (1) Product: [S:14]([O:12][C:4]12[CH2:5][CH:6]3[CH2:7][CH:8]([CH2:9][C:2]([CH3:1])([CH2:11]3)[O:3]1)[CH2:10]2)(=[O:16])(=[O:15])[CH3:13]. Reactant: [CH3:1][C:2]12[CH2:11][CH:6]3[CH2:7][CH:8]([CH2:10][C:4]([OH:12])([CH2:5]3)[O:3]1)[CH2:9]2.[CH3:13][S:14](O[S:14]([CH3:13])(=[O:16])=[O:15])(=[O:16])=[O:15].N1C=CC=CC=1. The catalyst class is: 768. (2) Reactant: [NH:1]([C:8]([O:10][C:11]([CH3:14])([CH3:13])[CH3:12])=[O:9])[C:2]([C:5]([OH:7])=O)([CH3:4])[CH3:3].ON1C2N=CC=CC=2N=N1.Cl.C(N=C=NCCCN(C)C)C.C(N(C(C)C)CC)(C)C.[CH3:46][N:47]([CH3:79])[N:48]([CH3:78])[C:49]([C@@:51]1([CH2:71][C:72]2[CH:77]=[CH:76][CH:75]=[CH:74][CH:73]=2)[CH2:56][CH2:55][CH2:54][N:53]([C:57](=[O:70])[C@H:58]([NH2:69])[CH2:59][C:60]2[C:68]3[C:63](=[CH:64][CH:65]=[CH:66][CH:67]=3)[NH:62][CH:61]=2)[CH2:52]1)=[O:50].CN(C)N(C)C([C@]1(CC2C=CC=CC=2)CCCN(C(=O)[C@H](N)CC2C3C(=CC=CC=3)NC=2)C1)=O. Product: [C:11]([O:10][C:8](=[O:9])[NH:1][C:2]([C:5](=[O:7])[NH:69][C@H:58]([CH2:59][C:60]1[C:68]2[C:63](=[CH:64][CH:65]=[CH:66][CH:67]=2)[NH:62][CH:61]=1)[C:57]([N:53]1[CH2:54][CH2:55][CH2:56][C@@:51]([CH2:71][C:72]2[CH:77]=[CH:76][CH:75]=[CH:74][CH:73]=2)([C:49]([N:48]([CH3:78])[N:47]([CH3:79])[CH3:46])=[O:50])[CH2:52]1)=[O:70])([CH3:3])[CH3:4])([CH3:14])([CH3:13])[CH3:12]. The catalyst class is: 474. (3) Reactant: C([O-])([O-])=O.[K+].[K+].[OH:7][C:8]1[CH:13]=[C:12]([OH:14])[CH:11]=[CH:10][C:9]=1[CH2:15][CH2:16][C:17]([OH:19])=[O:18].[CH2:20](Br)[C:21]1[CH:26]=[CH:25][CH:24]=[CH:23][CH:22]=1. Product: [CH2:20]([O:7][C:8]1[CH:13]=[C:12]([O:14][CH2:20][C:21]2[CH:26]=[CH:25][CH:24]=[CH:23][CH:22]=2)[CH:11]=[CH:10][C:9]=1[CH2:15][CH2:16][C:17]([O:19][CH2:15][C:9]1[CH:10]=[CH:11][CH:12]=[CH:13][CH:8]=1)=[O:18])[C:21]1[CH:26]=[CH:25][CH:24]=[CH:23][CH:22]=1. The catalyst class is: 21. (4) Reactant: [Br:1][C:2]1[CH:7]=[C:6]([NH2:8])[C:5]([NH:9][CH2:10][CH2:11][O:12][CH3:13])=[C:4]([O:14][CH3:15])[CH:3]=1.C(Cl)CCl.[CH:20]([C:23]1[CH:31]=[CH:30][C:26]([C:27](O)=[O:28])=[CH:25][CH:24]=1)([CH3:22])[CH3:21].CCOC(C)=O. Product: [Br:1][C:2]1[CH:3]=[C:4]([O:14][CH3:15])[C:5]([NH:9][CH2:10][CH2:11][O:12][CH3:13])=[C:6]([NH:8][C:27](=[O:28])[C:26]2[CH:30]=[CH:31][C:23]([CH:20]([CH3:21])[CH3:22])=[CH:24][CH:25]=2)[CH:7]=1. The catalyst class is: 119. (5) Reactant: [C:1]([O:5][C:6]([NH:8][C:9]1[C:10]([C:20](=[O:28])[CH2:21][C:22]2[N:26]([CH3:27])[N:25]=[CH:24][N:23]=2)=[C:11]([CH:16]=[C:17]([F:19])[CH:18]=1)[C:12]([O:14][CH3:15])=[O:13])=[O:7])([CH3:4])([CH3:3])[CH3:2].[F:29][C:30]1[CH:37]=[CH:36][C:33]([CH:34]=O)=[CH:32][CH:31]=1.N1CCC[C@H]1C(O)=O. Product: [C:1]([O:5][C:6]([NH:8][C:9]1[C:10]([C:20](=[O:28])/[C:21](/[C:22]2[N:26]([CH3:27])[N:25]=[CH:24][N:23]=2)=[CH:34]/[C:33]2[CH:36]=[CH:37][C:30]([F:29])=[CH:31][CH:32]=2)=[C:11]([CH:16]=[C:17]([F:19])[CH:18]=1)[C:12]([O:14][CH3:15])=[O:13])=[O:7])([CH3:3])([CH3:4])[CH3:2]. The catalyst class is: 16. (6) Reactant: [CH:1]([C:3]1[CH:4]=[CH:5][C:6]([N+:28]([O-:30])=[O:29])=[C:7]([NH:9][C:10]2[S:11][C:12]([C:25]([NH2:27])=[O:26])=[C:13]([C:15]3[CH:20]=[CH:19][CH:18]=[C:17]([C:21]([F:24])([F:23])[F:22])[CH:16]=3)[N:14]=2)[CH:8]=1)=O.[CH3:31][N:32]1[CH2:37][CH2:36][NH:35][CH2:34][CH2:33]1.C(O[BH-](OC(=O)C)OC(=O)C)(=O)C.[Na+]. Product: [CH3:31][N:32]1[CH2:37][CH2:36][N:35]([CH2:1][C:3]2[CH:4]=[CH:5][C:6]([N+:28]([O-:30])=[O:29])=[C:7]([NH:9][C:10]3[S:11][C:12]([C:25]([NH2:27])=[O:26])=[C:13]([C:15]4[CH:20]=[CH:19][CH:18]=[C:17]([C:21]([F:23])([F:22])[F:24])[CH:16]=4)[N:14]=3)[CH:8]=2)[CH2:34][CH2:33]1. The catalyst class is: 4. (7) Reactant: [N+:1]([C:4]1[CH:9]=[CH:8][C:7]([OH:10])=[CH:6][CH:5]=1)([O-:3])=[O:2].Br[CH2:12][CH2:13][CH2:14][CH2:15][Cl:16].C([O-])([O-])=O.[K+].[K+]. Product: [Cl:16][CH2:15][CH2:14][CH2:13][CH2:12][O:10][C:7]1[CH:8]=[CH:9][C:4]([N+:1]([O-:3])=[O:2])=[CH:5][CH:6]=1. The catalyst class is: 18.